This data is from Full USPTO retrosynthesis dataset with 1.9M reactions from patents (1976-2016). The task is: Predict the reactants needed to synthesize the given product. (1) Given the product [Cl:32][C:29]1[CH:30]=[CH:31][C:26]([CH:10]2[C:5]3[N:6]([CH:7]([CH3:9])[CH3:8])[C:2]([C:37]4[CH2:38][CH2:39][N:34]([CH3:33])[CH2:35][CH:36]=4)=[N:3][C:4]=3[C:12](=[O:13])[N:11]2[C:14]2[CH:15]=[C:16]([O:24][CH3:25])[C:17]3[N:21]=[N:20][N:19]([CH3:22])[C:18]=3[CH:23]=2)=[CH:27][CH:28]=1, predict the reactants needed to synthesize it. The reactants are: Br[C:2]1[N:6]([CH:7]([CH3:9])[CH3:8])[C:5]2[CH:10]([C:26]3[CH:31]=[CH:30][C:29]([Cl:32])=[CH:28][CH:27]=3)[N:11]([C:14]3[CH:15]=[C:16]([O:24][CH3:25])[C:17]4[N:21]=[N:20][N:19]([CH3:22])[C:18]=4[CH:23]=3)[C:12](=[O:13])[C:4]=2[N:3]=1.[CH3:33][N:34]1[CH2:39][CH:38]=[C:37](B(O)O)[CH2:36][CH2:35]1. (2) Given the product [OH:36][CH:37]1[CH2:42][CH2:41][N:40]([C:30]([C:29]2[CH:28]=[C:27]([CH:35]=[CH:34][CH:33]=2)[CH2:26][N:3]2[CH:4]=[C:5]([C:8]3[O:12][N:11]=[C:10]([C:13]4[CH:14]=[CH:15][C:16]([C:19]([CH3:25])([CH3:24])[C:20]([F:23])([F:22])[F:21])=[CH:17][CH:18]=4)[N:9]=3)[CH:6]=[CH:7][C:2]2=[O:1])=[O:31])[CH2:39][CH2:38]1, predict the reactants needed to synthesize it. The reactants are: [O:1]=[C:2]1[CH:7]=[CH:6][C:5]([C:8]2[O:12][N:11]=[C:10]([C:13]3[CH:18]=[CH:17][C:16]([C:19]([CH3:25])([CH3:24])[C:20]([F:23])([F:22])[F:21])=[CH:15][CH:14]=3)[N:9]=2)=[CH:4][N:3]1[CH2:26][C:27]1[CH:28]=[C:29]([CH:33]=[CH:34][CH:35]=1)[C:30](Cl)=[O:31].[OH:36][CH:37]1[CH2:42][CH2:41][NH:40][CH2:39][CH2:38]1. (3) The reactants are: [NH2:1][C:2]1[S:6][C:5]([C:7]2[C:12]([F:13])=[CH:11][CH:10]=[CH:9][C:8]=2[F:14])=[N:4][C:3]=1[C:15]([NH:17][C:18]1[CH:19]=[N:20][S:21][C:22]=1[O:23][CH:24]1[CH2:29][CH2:28][N:27](C(OC(C)(C)C)=O)[CH2:26][CH2:25]1)=[O:16].FC(F)(F)C(O)=O. Given the product [NH2:1][C:2]1[S:6][C:5]([C:7]2[C:12]([F:13])=[CH:11][CH:10]=[CH:9][C:8]=2[F:14])=[N:4][C:3]=1[C:15]([NH:17][C:18]1[CH:19]=[N:20][S:21][C:22]=1[O:23][CH:24]1[CH2:25][CH2:26][NH:27][CH2:28][CH2:29]1)=[O:16], predict the reactants needed to synthesize it. (4) Given the product [Cl:1][C:2]1[CH:3]=[CH:4][C:5]([O:22][CH2:24][C:25]2[CH:30]=[C:29]([F:31])[CH:28]=[CH:27][C:26]=2[F:32])=[C:6]([CH:21]=1)[C:7]([NH:9][C@H:10]([C:12]1[CH:20]=[CH:19][C:15]([C:16]([O:18][CH3:33])=[O:17])=[CH:14][CH:13]=1)[CH3:11])=[O:8], predict the reactants needed to synthesize it. The reactants are: [Cl:1][C:2]1[CH:3]=[CH:4][C:5]([OH:22])=[C:6]([CH:21]=1)[C:7]([NH:9][C@H:10]([C:12]1[CH:20]=[CH:19][C:15]([C:16]([O-:18])=[O:17])=[CH:14][CH:13]=1)[CH3:11])=[O:8].Br[CH2:24][C:25]1[CH:30]=[C:29]([F:31])[CH:28]=[CH:27][C:26]=1[F:32].[C:33](=O)([O-])[O-].[K+].[K+].O. (5) Given the product [F:1][C:2]1[CH:30]=[CH:29][C:5]([CH2:6][C:7]2[CH:8]=[C:9]([CH:25]=[CH:26][C:27]=2[OH:28])[O:10][C:11]2[C:12]([CH3:24])=[C:13]3[C:17](=[CH:18][C:19]=2[CH3:20])[NH:16][C:15]([C:21]([OH:23])=[O:22])=[CH:14]3)=[CH:4][CH:3]=1, predict the reactants needed to synthesize it. The reactants are: [F:1][C:2]1[CH:30]=[CH:29][C:5]([CH2:6][C:7]2[CH:8]=[C:9]([CH:25]=[CH:26][C:27]=2[OH:28])[O:10][C:11]2[C:12]([CH3:24])=[C:13]3[C:17](=[CH:18][C:19]=2[CH3:20])[NH:16][C:15]([C:21]([OH:23])=[O:22])=[CH:14]3)=[CH:4][CH:3]=1.[F:1][C:2]1[CH:30]=[CH:29][C:5]([CH2:6][C:7]2[CH:8]=[C:9]([CH:25]=[CH:26][C:27]=2[OH:28])[O:10][C:11]2[C:12]([CH3:24])=[C:13]3[C:17](=[CH:18][C:19]=2[CH3:20])[NH:16][C:15]([C:21]([OH:23])=[O:22])=[CH:14]3)=[CH:4][CH:3]=1.C(OC(C1NC2C(C=1)=C(C)C(OC1C=CC(O)=C(CC3C=CC(F)=CC=3)C=1)=C(C)C=2)=O)C. (6) Given the product [CH3:5][C:6]1[CH:18]=[C:17]([CH3:19])[CH:16]=[C:15]([CH3:20])[C:7]=1[C:8]([P:10](=[O:22])([CH2:11][CH:12]([CH3:14])[CH3:13])[CH2:1][CH:2]=[CH2:3])=[O:9], predict the reactants needed to synthesize it. The reactants are: [CH2:1](Br)[CH:2]=[CH2:3].[CH3:5][C:6]1[CH:18]=[C:17]([CH3:19])[CH:16]=[C:15]([CH3:20])[C:7]=1[C:8]([PH:10][CH2:11][CH:12]([CH3:14])[CH3:13])=[O:9].[Li].[OH:22]O.